This data is from Reaction yield outcomes from USPTO patents with 853,638 reactions. The task is: Predict the reaction yield, written as a fraction of the theoretical maximum amount of product (1.0 means a 100% yield; for example, 0.34 means a 34% yield). The reactants are [CH2:1]([O:3][C:4](=[O:23])[C:5]([N:7]([CH2:15][C:16]1[CH:21]=[CH:20][C:19]([NH2:22])=[CH:18][CH:17]=1)[CH2:8][C:9]1[CH:14]=[CH:13][CH:12]=[CH:11][CH:10]=1)=[O:6])[CH3:2].[C:24](O)(=[O:37])[CH2:25][CH2:26][CH2:27][CH2:28][CH2:29][CH2:30][CH2:31][CH2:32][CH2:33][CH2:34][CH2:35][CH3:36]. No catalyst specified. The product is [CH2:1]([O:3][C:4](=[O:23])[C:5]([N:7]([CH2:8][C:9]1[CH:14]=[CH:13][CH:12]=[CH:11][CH:10]=1)[CH2:15][C:16]1[CH:21]=[CH:20][C:19]([NH:22][C:24](=[O:37])[CH2:25][CH2:26][CH2:27][CH2:28][CH2:29][CH2:30][CH2:31][CH2:32][CH2:33][CH2:34][CH2:35][CH3:36])=[CH:18][CH:17]=1)=[O:6])[CH3:2]. The yield is 0.390.